From a dataset of Full USPTO retrosynthesis dataset with 1.9M reactions from patents (1976-2016). Predict the reactants needed to synthesize the given product. Given the product [CH3:14][S:15]([O:6][C@@H:3]1[CH2:4][CH2:5][O:1][CH2:2]1)(=[O:17])=[O:16], predict the reactants needed to synthesize it. The reactants are: [O:1]1[CH2:5][CH2:4][C@@H:3]([OH:6])[CH2:2]1.C(N(CC)CC)C.[CH3:14][S:15](Cl)(=[O:17])=[O:16].O.